Task: Predict which catalyst facilitates the given reaction.. Dataset: Catalyst prediction with 721,799 reactions and 888 catalyst types from USPTO (1) Reactant: [OH:1][C@H:2]1[C@H:6]([OH:7])[CH2:5][N:4]([C:8]2[CH:9]=[N:10][N:11]3[CH2:16][C@H:15]([CH3:17])[N:14]([C:18](OC(C)(C)C)=[O:19])[CH2:13][C:12]=23)[C:3]1=[O:25].C(N(C(C)C)C(C)C)C.[F:35][C:36]1[CH:37]=[C:38]([NH:44]C(=O)OC2C=CC=CC=2)[CH:39]=[C:40]([F:43])[C:41]=1[F:42]. Product: [OH:1][C@H:2]1[C@H:6]([OH:7])[CH2:5][N:4]([C:8]2[CH:9]=[N:10][N:11]3[CH2:16][C@H:15]([CH3:17])[N:14]([C:18]([NH:44][C:38]4[CH:37]=[C:36]([F:35])[C:41]([F:42])=[C:40]([F:43])[CH:39]=4)=[O:19])[CH2:13][C:12]=23)[C:3]1=[O:25]. The catalyst class is: 137. (2) Reactant: [Br:1]Br.[CH3:3][CH:4]1[CH:9]([C:10]([O:12][CH3:13])=[O:11])[C:8](=[O:14])[CH:7]=[CH:6][CH2:5]1. Product: [Br:1][C:7]1[C:8]([OH:14])=[C:9]([C:4]([CH3:3])=[CH:5][CH:6]=1)[C:10]([O:12][CH3:13])=[O:11]. The catalyst class is: 15. (3) Reactant: [Cl:1][C:2]1[CH:7]=[CH:6][C:5]([N:8]2[CH:12]=[C:11]([C:13]([O:15][CH2:16][CH3:17])=[O:14])[N:10]=[N:9]2)=[C:4]([C:18]2[CH:23]=[C:22]([O:24]C)[N:21]=[CH:20][N:19]=2)[CH:3]=1.[Si](I)(C)(C)C.S([O-])([O-])(=O)=S.[Na+].[Na+].C([O-])(O)=O.[Na+]. Product: [Cl:1][C:2]1[CH:7]=[CH:6][C:5]([N:8]2[CH:12]=[C:11]([C:13]([O:15][CH2:16][CH3:17])=[O:14])[N:10]=[N:9]2)=[C:4]([C:18]2[CH:23]=[C:22]([OH:24])[N:21]=[CH:20][N:19]=2)[CH:3]=1. The catalyst class is: 23. (4) Product: [CH3:20][C:19]1[N:1]=[C:2]2[CH:3]=[CH:4][C:5]3[CH2:10][CH2:9][CH:8]([CH2:11][CH2:12][NH:13][C:14](=[O:16])[CH3:15])[C:6]=3[N:7]2[CH:18]=1. Reactant: [NH2:1][C:2]1[N:7]=[C:6]2[CH:8]([CH2:11][CH2:12][NH:13][C:14](=[O:16])[CH3:15])[CH2:9][CH2:10][C:5]2=[CH:4][CH:3]=1.Br[CH2:18][C:19](=O)[CH3:20].C(=O)([O-])O.[Na+]. The catalyst class is: 8. (5) Reactant: [CH:1]1([NH:4][C:5](=[O:29])[C:6]2[CH:11]=[CH:10][C:9]([CH3:12])=[C:8]([C:13]3[CH:14]=[C:15]4[C:20](=[CH:21][CH:22]=3)[C:19]([CH:23]3[CH2:28][CH2:27][NH:26][CH2:25][CH2:24]3)=[N:18][N:17]=[CH:16]4)[CH:7]=2)[CH2:3][CH2:2]1.C1(N[C:34](=[O:58])[C:35]2C=CC(C)=C(C3C=C4C(=CC=3)C(C3CCNCC3)=NN=C4)C=2)CC1. Product: [C:34]([N:26]1[CH2:27][CH2:28][CH:23]([C:19]2[C:20]3[C:15](=[CH:14][C:13]([C:8]4[CH:7]=[C:6]([CH:11]=[CH:10][C:9]=4[CH3:12])[C:5]([NH:4][CH:1]4[CH2:2][CH2:3]4)=[O:29])=[CH:22][CH:21]=3)[CH:16]=[N:17][N:18]=2)[CH2:24][CH2:25]1)(=[O:58])[CH3:35]. The catalyst class is: 8. (6) Reactant: [Cl:1][C:2]1[CH:3]=[C:4]([CH:9]([CH2:18][NH:19]C)[CH:10]([C:12]2[CH:17]=[CH:16][CH:15]=[CH:14][CH:13]=2)[OH:11])[CH:5]=[CH:6][C:7]=1[Cl:8].C(N(CC)CC)C.[C:28](Cl)(=[O:32])[O:29][CH2:30][CH3:31]. Product: [Cl:1][C:2]1[CH:3]=[C:4]([CH:9]([CH:10]([OH:11])[C:12]2[CH:13]=[CH:14][CH:15]=[CH:16][CH:17]=2)[CH2:18][NH:19][C:28](=[O:32])[O:29][CH2:30][CH3:31])[CH:5]=[CH:6][C:7]=1[Cl:8]. The catalyst class is: 4. (7) Reactant: C(NC(C)C)(C)C.C([Li])CCC.[Cl:13][C:14]1[CH:19]=[CH:18][C:17]([Cl:20])=[CH:16][N:15]=1.[C:21]([C:23]1[CH:24]=[CH:25][C:26]([F:31])=[C:27]([CH:30]=1)[CH:28]=[O:29])#[N:22].[Cl-].[NH4+]. Product: [Cl:13][C:14]1[CH:19]=[C:18]([CH:28]([OH:29])[C:27]2[CH:30]=[C:23]([CH:24]=[CH:25][C:26]=2[F:31])[C:21]#[N:22])[C:17]([Cl:20])=[CH:16][N:15]=1. The catalyst class is: 188. (8) Reactant: [CH3:1][CH:2]([CH3:34])[CH2:3][CH:4]([NH:12][C:13]([C:15]1[CH:20]=[C:19]([CH2:21][O:22][C:23]2[CH:28]=[CH:27][CH:26]=[CH:25][CH:24]=2)[CH:18]=[CH:17][C:16]=1[CH2:29][CH2:30][C:31](O)=[O:32])=[O:14])[C:5]1[CH:10]=[CH:9][C:8]([F:11])=[CH:7][CH:6]=1.B#B.O. Product: [CH3:1][CH:2]([CH3:34])[CH2:3][CH:4]([NH:12][C:13]([C:15]1[CH:20]=[C:19]([CH2:21][O:22][C:23]2[CH:24]=[CH:25][CH:26]=[CH:27][CH:28]=2)[CH:18]=[CH:17][C:16]=1[CH2:29][CH2:30][CH2:31][OH:32])=[O:14])[C:5]1[CH:6]=[CH:7][C:8]([F:11])=[CH:9][CH:10]=1. The catalyst class is: 7. (9) Reactant: [Br:1]Br.[N:3]1[C:8]2[NH:9][CH:10]=[CH:11][C:7]=2[CH:6]=[N:5][CH:4]=1.[O-]S([O-])(=S)=O.[Na+].[Na+].C([O-])(O)=O.[Na+]. Product: [Br:1][C:11]1[C:7]2[CH:6]=[N:5][CH:4]=[N:3][C:8]=2[NH:9][CH:10]=1. The catalyst class is: 18.